The task is: Predict the product of the given reaction.. This data is from Forward reaction prediction with 1.9M reactions from USPTO patents (1976-2016). (1) The product is: [CH2:22]([C:21]1[C:2]2[C:3](=[CH:4][CH:5]=[C:6]([O:8][C:9]([F:10])([F:11])[F:12])[CH:7]=2)[NH:13][CH:20]=1)[CH3:23]. Given the reactants Br[C:2]1[CH:7]=[C:6]([O:8][C:9]([F:12])([F:11])[F:10])[CH:5]=[CH:4][C:3]=1[N:13]([CH2:20][CH:21]=[CH:22][CH3:23])C(=O)C(F)(F)F.O, predict the reaction product. (2) The product is: [Cl:19][CH2:20][C:21]([N:6]1[C@H:7]([C:10]#[CH:11])[CH2:8][CH2:9][C@H:5]1[C:3]([OH:2])=[O:4])=[O:22]. Given the reactants C[O:2][C:3]([C@@H:5]1[CH2:9][CH2:8][C@@H:7]([C:10]#[C:11][Si](C)(C)C)[NH:6]1)=[O:4].O[Li].O.[Cl:19][CH2:20][C:21](Cl)=[O:22], predict the reaction product. (3) Given the reactants [CH3:1][C:2]([CH3:15])([CH3:14])[C:3]#[C:4]B(OC(C)C)OC(C)C.Br[C:17]1[C:26]2[C:21](=[CH:22][CH:23]=[CH:24][CH:25]=2)[C:20]([C:27]([NH:29][S:30]([C:33]2[CH:38]=[CH:37][CH:36]=[CH:35][C:34]=2[S:39](=[O:42])(=[O:41])[NH2:40])(=[O:32])=[O:31])=[O:28])=[CH:19][CH:18]=1.C(=O)([O-])[O-].[K+].[K+].O, predict the reaction product. The product is: [CH3:15][C:2]([CH3:1])([CH3:14])[C:3]#[C:4][C:17]1[C:26]2[C:21](=[CH:22][CH:23]=[CH:24][CH:25]=2)[C:20]([C:27]([NH:29][S:30]([C:33]2[CH:38]=[CH:37][CH:36]=[CH:35][C:34]=2[S:39](=[O:41])(=[O:42])[NH2:40])(=[O:31])=[O:32])=[O:28])=[CH:19][CH:18]=1.